Dataset: Full USPTO retrosynthesis dataset with 1.9M reactions from patents (1976-2016). Task: Predict the reactants needed to synthesize the given product. (1) Given the product [C:1]([NH:4][C:5]1[S:6][C:7]2[CH:13]=[CH:12][CH:11]=[C:10]([O:14][C:15]3[N:20]=[CH:19][N:18]=[C:17]([C:21]4[CH:26]=[CH:25][C:24]([C:27]([F:29])([F:30])[F:28])=[CH:23][C:22]=4[NH:31][C:32]([CH:34]4[CH2:39][CH2:38][CH2:37][CH2:36][N:35]4[CH2:40][CH:41]([CH3:43])[CH3:42])=[O:33])[CH:16]=3)[C:8]=2[N:9]=1)(=[O:3])[CH3:2], predict the reactants needed to synthesize it. The reactants are: [C:1]([NH:4][C:5]1[S:6][C:7]2[CH:13]=[CH:12][CH:11]=[C:10]([O:14][C:15]3[N:20]=[CH:19][N:18]=[C:17]([C:21]4[CH:26]=[CH:25][C:24]([C:27]([F:30])([F:29])[F:28])=[CH:23][C:22]=4[NH:31][C:32]([CH:34]4[CH2:39][CH2:38][CH2:37][CH2:36][NH:35]4)=[O:33])[CH:16]=3)[C:8]=2[N:9]=1)(=[O:3])[CH3:2].[CH:40](=O)[CH:41]([CH3:43])[CH3:42]. (2) Given the product [CH3:45][O:44][C:41]1[CH:42]=[CH:43][C:38]([CH2:37][O:36][C@@H:9]2[C@@H:8]([CH:6]=[CH2:2])[O:16][C@H:15]3[C@H:11]([N:12]=[C:13]([N:17]([CH3:25])[C:18](=[O:24])[O:19][C:20]([CH3:21])([CH3:22])[CH3:23])[S:14]3)[C@H:10]2[O:26][CH2:27][C:28]2[CH:33]=[CH:32][C:31]([O:34][CH3:35])=[CH:30][CH:29]=2)=[CH:39][CH:40]=1, predict the reactants needed to synthesize it. The reactants are: [Li][CH2:2]CCC.[CH:6]([C@H:8]1[O:16][C@H:15]2[C@H:11]([N:12]=[C:13]([N:17]([CH3:25])[C:18](=[O:24])[O:19][C:20]([CH3:23])([CH3:22])[CH3:21])[S:14]2)[C@@H:10]([O:26][CH2:27][C:28]2[CH:33]=[CH:32][C:31]([O:34][CH3:35])=[CH:30][CH:29]=2)[C@@H:9]1[O:36][CH2:37][C:38]1[CH:43]=[CH:42][C:41]([O:44][CH3:45])=[CH:40][CH:39]=1)=O.OC[C@H]1O[C@H]2[C@H](N=C(N(C)C(=O)OC(C)(C)C)S2)[C@@H](OCC2C=CC(OC)=CC=2)[C@@H]1OCC1C=CC(OC)=CC=1.CN(C)C1S[C@H]2O[C@H](CO)[C@@H](OCC3C=CC(OC)=CC=3)[C@H](OCC3C=CC(OC)=CC=3)[C@H]2N=1. (3) Given the product [C:40]([O:39][C:37](=[O:38])[NH:10][C@@H:11]([C:22](=[O:27])[N:23]([O:25][CH3:26])[CH3:24])[CH2:12][C:13]1[CH:18]=[C:17]([F:19])[C:16]([F:20])=[CH:15][C:14]=1[F:21])([CH3:41])([CH3:42])[CH3:43], predict the reactants needed to synthesize it. The reactants are: C(OC(=O)[NH:10][C@@H:11]([C:22](=[O:27])[N:23]([O:25][CH3:26])[CH3:24])[CH2:12][C:13]1[CH:18]=[C:17]([F:19])[C:16]([F:20])=[CH:15][C:14]=1[F:21])C1C=CC=CC=1.[C:37](O[C:37]([O:39][C:40]([CH3:43])([CH3:42])[CH3:41])=[O:38])([O:39][C:40]([CH3:43])([CH3:42])[CH3:41])=[O:38].